This data is from Full USPTO retrosynthesis dataset with 1.9M reactions from patents (1976-2016). The task is: Predict the reactants needed to synthesize the given product. (1) Given the product [Cl:11][C:9]1[CH:8]=[CH:7][C:5]2[N:6]=[C:2]([NH:23][C@@H:19]([CH2:18][CH:15]3[CH2:14][CH2:13][CH2:12][CH2:17][CH2:16]3)[C:20]([NH:36][CH2:35][CH2:34][NH:33][C:30]3[CH:31]=[CH:32][C:27]([F:26])=[CH:28][CH:29]=3)=[O:22])[S:3][C:4]=2[CH:10]=1, predict the reactants needed to synthesize it. The reactants are: Cl[C:2]1[S:3][C:4]2[CH:10]=[C:9]([Cl:11])[CH:8]=[CH:7][C:5]=2[N:6]=1.[CH2:12]1[CH2:17][CH2:16][CH:15]([CH2:18][C@H:19]([NH2:23])[C:20]([OH:22])=O)[CH2:14][CH2:13]1.Cl.Cl.[F:26][C:27]1[CH:32]=[CH:31][C:30]([NH:33][CH2:34][CH2:35][NH2:36])=[CH:29][CH:28]=1. (2) Given the product [CH:1]1([N:7]2[CH2:11][CH2:10][CH:9]([CH2:12][C:13]3[CH:22]=[CH:21][C:16]([C:17]([OH:19])=[O:18])=[CH:15][CH:14]=3)[C:8]2=[O:23])[CH2:2][CH2:3][CH2:4][CH2:5][CH2:6]1, predict the reactants needed to synthesize it. The reactants are: [CH:1]1([N:7]2[CH2:11][CH2:10][CH:9]([CH2:12][C:13]3[CH:22]=[CH:21][C:16]([C:17]([O:19]C)=[O:18])=[CH:15][CH:14]=3)[C:8]2=[O:23])[CH2:6][CH2:5][CH2:4][CH2:3][CH2:2]1.[OH-].[Na+].